Dataset: Reaction yield outcomes from USPTO patents with 853,638 reactions. Task: Predict the reaction yield, written as a fraction of the theoretical maximum amount of product (1.0 means a 100% yield; for example, 0.34 means a 34% yield). (1) The reactants are [CH3:1][N:2]1[CH2:7][CH2:6][CH:5]([CH2:8][CH2:9][O:10][C:11]2[CH:20]=[C:19]3[C:14]([C:15](=O)[NH:16][CH:17]=[N:18]3)=[CH:13][C:12]=2[O:22][CH3:23])[CH2:4][CH2:3]1.CN(C=O)C.S(Cl)([Cl:31])=O. No catalyst specified. The product is [Cl:31][C:15]1[C:14]2[C:19](=[CH:20][C:11]([O:10][CH2:9][CH2:8][CH:5]3[CH2:6][CH2:7][N:2]([CH3:1])[CH2:3][CH2:4]3)=[C:12]([O:22][CH3:23])[CH:13]=2)[N:18]=[CH:17][N:16]=1. The yield is 0.540. (2) The reactants are [CH3:1][N:2]([CH3:18])[C:3]1[CH:8]=[CH:7][C:6]([C:9](=O)[CH2:10][C:11]2[CH:16]=[CH:15][CH:14]=[CH:13][CH:12]=2)=[CH:5][CH:4]=1.[CH2:19]([O:21][C:22]1[CH:23]=[C:24]([CH:27]=[C:28]([N+:31]([O-:33])=[O:32])[C:29]=1[OH:30])[CH:25]=O)[CH3:20].[NH2:34][C:35]([NH2:37])=[O:36].Cl. The catalyst is C(O)C. The product is [CH3:1][N:2]([CH3:18])[C:3]1[CH:8]=[CH:7][C:6]([C:9]2[NH:37][C:35](=[O:36])[NH:34][CH:25]([C:24]3[CH:27]=[C:28]([N+:31]([O-:33])=[O:32])[C:29]([OH:30])=[C:22]([O:21][CH2:19][CH3:20])[CH:23]=3)[C:10]=2[C:11]2[CH:16]=[CH:15][CH:14]=[CH:13][CH:12]=2)=[CH:5][CH:4]=1. The yield is 0.163.